Dataset: Reaction yield outcomes from USPTO patents with 853,638 reactions. Task: Predict the reaction yield, written as a fraction of the theoretical maximum amount of product (1.0 means a 100% yield; for example, 0.34 means a 34% yield). The reactants are [H-].[Al+3].[Li+].[H-].[H-].[H-].C([O:9][C:10]([C:12]1[S:16][C:15]([CH2:17][CH3:18])=[N:14][C:13]=1[CH3:19])=O)C.C(C(C(C([O-])=O)O)O)([O-])=O.[Na+].[K+]. The catalyst is C(OCC)C. The product is [CH2:17]([C:15]1[S:16][C:12]([CH2:10][OH:9])=[C:13]([CH3:19])[N:14]=1)[CH3:18]. The yield is 0.670.